This data is from Full USPTO retrosynthesis dataset with 1.9M reactions from patents (1976-2016). The task is: Predict the reactants needed to synthesize the given product. (1) Given the product [NH:8]1[C:12]2[CH:13]=[CH:14][CH:15]=[CH:16][C:11]=2[N:10]=[C:9]1[CH2:17][N:18]([CH:19]1[C:28]2[N:27]=[C:26]([CH3:29])[CH:25]=[CH:24][C:23]=2[CH2:22][CH2:21][CH2:20]1)[CH2:30][CH2:31][CH2:32][CH2:33][NH2:34], predict the reactants needed to synthesize it. The reactants are: C(OC([N:8]1[C:12]2[CH:13]=[CH:14][CH:15]=[CH:16][C:11]=2[N:10]=[C:9]1[CH2:17][N:18]([CH2:30][CH2:31][CH2:32][CH2:33][N:34]1C(=O)C2C(=CC=CC=2)C1=O)[CH:19]1[C:28]2[N:27]=[C:26]([CH3:29])[CH:25]=[CH:24][C:23]=2[CH2:22][CH2:21][CH2:20]1)=O)(C)(C)C.O.NN. (2) The reactants are: [Cl:1][C:2]1[CH:16]=[CH:15][C:5]([CH2:6][O:7][C:8]2[CH:13]=[CH:12][NH:11][C:10](=[O:14])[CH:9]=2)=[CH:4][CH:3]=1.Br[C:18]1[CH:19]=[CH:20][C:21]2[N:25]=[C:24]([C:26](=[O:29])[CH2:27][CH3:28])[N:23]([CH3:30])[C:22]=2[CH:31]=1.CNCCNC.C(=O)([O-])[O-].[K+].[K+]. Given the product [Cl:1][C:2]1[CH:16]=[CH:15][C:5]([CH2:6][O:7][C:8]2[CH:13]=[CH:12][N:11]([C:18]3[CH:19]=[CH:20][C:21]4[N:25]=[C:24]([C:26](=[O:29])[CH2:27][CH3:28])[N:23]([CH3:30])[C:22]=4[CH:31]=3)[C:10](=[O:14])[CH:9]=2)=[CH:4][CH:3]=1, predict the reactants needed to synthesize it. (3) Given the product [CH3:46][C:26]1[CH:25]=[C:24]([C:22]([N:14]2[CH2:13][CH2:12][C:11]3[N:10]=[C:9]([CH3:47])[NH:8][C:17]=3[C:16]3[CH:18]=[CH:19][CH:20]=[CH:21][C:15]2=3)=[O:23])[CH:45]=[CH:44][C:27]=1[CH2:28][NH:29][C:30]([CH:32]1[CH2:33][CH2:34][N:35]([CH2:38][CH2:39][C:40]([CH3:43])([CH3:42])[CH3:41])[CH2:36][CH2:37]1)=[O:31], predict the reactants needed to synthesize it. The reactants are: C([N:8]1[C:17]2[C:16]3[CH:18]=[CH:19][CH:20]=[CH:21][C:15]=3[N:14]([C:22]([C:24]3[CH:45]=[CH:44][C:27]([CH2:28][NH:29][C:30]([CH:32]4[CH2:37][CH2:36][N:35]([CH2:38][CH2:39][C:40]([CH3:43])([CH3:42])[CH3:41])[CH2:34][CH2:33]4)=[O:31])=[C:26]([CH3:46])[CH:25]=3)=[O:23])[CH2:13][CH2:12][C:11]=2[N:10]=[C:9]1[CH3:47])C1C=CC=CC=1.C1CCCCC=1. (4) Given the product [CH3:12][C:4]1[C:3]([CH3:13])=[C:2]([O:1][CH2:26][C:27]([CH3:36])=[CH:28][C:29]2[CH:30]=[CH:31][C:32]([CH3:35])=[CH:33][CH:34]=2)[CH:7]=[C:6]([CH3:8])[C:5]=1[NH:9][CH:10]=[O:11], predict the reactants needed to synthesize it. The reactants are: [OH:1][C:2]1[CH:7]=[C:6]([CH3:8])[C:5]([NH:9][CH:10]=[O:11])=[C:4]([CH3:12])[C:3]=1[CH3:13].C(=O)([O-])[O-].[K+].[K+].CN(C)C=O.Cl[CH2:26][C:27]([CH3:36])=[CH:28][C:29]1[CH:34]=[CH:33][C:32]([CH3:35])=[CH:31][CH:30]=1. (5) Given the product [CH2:23]=[C:24]([C:29]([O:22][CH2:14][C:15]([C:16]([F:19])([F:18])[F:17])([F:21])[F:20])([F:31])[F:30])[C:25]([F:28])([F:27])[F:26], predict the reactants needed to synthesize it. The reactants are: C(N(CCCC)CCCC)CCC.[CH2:14]([OH:22])[C:15]([F:21])([F:20])[C:16]([F:19])([F:18])[F:17].[CH2:23]=[C:24]([C:29](OS(F)(=O)=O)([F:31])[F:30])[C:25]([F:28])([F:27])[F:26]. (6) Given the product [N:9]1[C:8]([C:6]2[N:7]=[C:2]([NH:38][C:34]3[CH:33]=[C:32]4[C:37](=[CH:36][CH:35]=3)[NH:29][N:30]=[CH:31]4)[C:3]3[NH:19][N:18]=[CH:17][C:4]=3[N:5]=2)=[CH:16][N:11]2[CH:12]=[CH:13][CH:14]=[CH:15][C:10]=12, predict the reactants needed to synthesize it. The reactants are: Cl[C:2]1[C:3]2[C:4](=[CH:17][N:18](CC3C=CC(OC)=CC=3)[N:19]=2)[N:5]=[C:6]([C:8]2[N:9]=[C:10]3[CH:15]=[CH:14][CH:13]=[CH:12][N:11]3[CH:16]=2)[N:7]=1.[NH:29]1[C:37]2[C:32](=[CH:33][C:34]([NH2:38])=[CH:35][CH:36]=2)[CH:31]=[N:30]1.Cl. (7) The reactants are: [CH3:1][O:2][C:3]1[CH:10]=[CH:9][C:6]([CH:7]=[O:8])=[CH:5][C:4]=1[OH:11].C(=O)([O-])[O-].[Cs+].[Cs+].F[C:19]1[CH:24]=[CH:23][C:22]([N+:25]([O-:27])=[O:26])=[CH:21][CH:20]=1. Given the product [CH3:1][O:2][C:3]1[CH:10]=[CH:9][C:6]([CH:7]=[O:8])=[CH:5][C:4]=1[O:11][C:19]1[CH:24]=[CH:23][C:22]([N+:25]([O-:27])=[O:26])=[CH:21][CH:20]=1, predict the reactants needed to synthesize it.